From a dataset of Full USPTO retrosynthesis dataset with 1.9M reactions from patents (1976-2016). Predict the reactants needed to synthesize the given product. Given the product [CH2:19]([N:21]1[C:2]2[C:3](=[CH:6][C:7]([N+:10]([O-:12])=[O:11])=[CH:8][CH:9]=2)[C:4]([NH2:5])=[N:22]1)[CH3:20], predict the reactants needed to synthesize it. The reactants are: F[C:2]1[CH:9]=[CH:8][C:7]([N+:10]([O-:12])=[O:11])=[CH:6][C:3]=1[C:4]#[N:5].C(O)(=O)C(O)=O.[CH2:19]([NH:21][NH2:22])[CH3:20].C([O-])([O-])=O.[K+].[K+].